Dataset: NCI-60 drug combinations with 297,098 pairs across 59 cell lines. Task: Regression. Given two drug SMILES strings and cell line genomic features, predict the synergy score measuring deviation from expected non-interaction effect. (1) Drug 1: CCCCCOC(=O)NC1=NC(=O)N(C=C1F)C2C(C(C(O2)C)O)O. Drug 2: CC1CCCC2(C(O2)CC(NC(=O)CC(C(C(=O)C(C1O)C)(C)C)O)C(=CC3=CSC(=N3)C)C)C. Cell line: NCI-H322M. Synergy scores: CSS=32.5, Synergy_ZIP=1.44, Synergy_Bliss=0.232, Synergy_Loewe=-32.0, Synergy_HSA=-1.92. (2) Drug 1: C1=NC(=NC(=O)N1C2C(C(C(O2)CO)O)O)N. Drug 2: CN(CCCl)CCCl.Cl. Cell line: NCI-H322M. Synergy scores: CSS=27.4, Synergy_ZIP=-2.87, Synergy_Bliss=0.344, Synergy_Loewe=-15.9, Synergy_HSA=-1.16. (3) Drug 1: CS(=O)(=O)C1=CC(=C(C=C1)C(=O)NC2=CC(=C(C=C2)Cl)C3=CC=CC=N3)Cl. Drug 2: CC1CCCC2(C(O2)CC(NC(=O)CC(C(C(=O)C(C1O)C)(C)C)O)C(=CC3=CSC(=N3)C)C)C. Cell line: UACC62. Synergy scores: CSS=5.70, Synergy_ZIP=2.93, Synergy_Bliss=4.37, Synergy_Loewe=1.74, Synergy_HSA=3.53. (4) Drug 1: C1=NC2=C(N=C(N=C2N1C3C(C(C(O3)CO)O)F)Cl)N. Drug 2: C1=CN(C=N1)CC(O)(P(=O)(O)O)P(=O)(O)O. Cell line: OVCAR3. Synergy scores: CSS=9.97, Synergy_ZIP=-2.29, Synergy_Bliss=-1.55, Synergy_Loewe=-2.61, Synergy_HSA=-0.0927. (5) Drug 1: C1=C(C(=O)NC(=O)N1)N(CCCl)CCCl. Drug 2: CC(C)(C#N)C1=CC(=CC(=C1)CN2C=NC=N2)C(C)(C)C#N. Cell line: U251. Synergy scores: CSS=24.4, Synergy_ZIP=-1.03, Synergy_Bliss=-2.66, Synergy_Loewe=-3.37, Synergy_HSA=-2.45. (6) Drug 1: CC1C(C(CC(O1)OC2CC(CC3=C2C(=C4C(=C3O)C(=O)C5=C(C4=O)C(=CC=C5)OC)O)(C(=O)C)O)N)O.Cl. Drug 2: C1CCC(CC1)NC(=O)N(CCCl)N=O. Cell line: SK-MEL-28. Synergy scores: CSS=23.2, Synergy_ZIP=-3.74, Synergy_Bliss=1.51, Synergy_Loewe=-11.4, Synergy_HSA=1.52.